The task is: Binary Classification. Given a miRNA mature sequence and a target amino acid sequence, predict their likelihood of interaction.. This data is from Experimentally validated miRNA-target interactions with 360,000+ pairs, plus equal number of negative samples. (1) The protein sequence of the target gene is MAVVAGLVRGPLRQASGLLKRRFHRSAPAAVQLTVREAINQGMDEELERDEKVFLLGEEVAQYDGAYKVSRGLWKKYGDKRIIDTPISEMGFAGIAVGAAMAGLRPICEFMTFNFSMQAIDQVINSAAKTYYMSAGLQPVPIVFRGPNGASAGVAAQHSQCFAAWYGHCPGLKVVSPWNSEDAKGLIKSAIRDNNPVVMLENELMYGVAFELPAEAQSKDFLIPIGKAKIERQGTHITVVAHSRPVGHCLEAAAVLSKEGIECEVINLRTIRPMDIEAIEASVMKTNHLVTVEGGWPQFG.... The miRNA is hsa-miR-509-5p with sequence UACUGCAGACAGUGGCAAUCA. Result: 0 (no interaction). (2) The miRNA is cel-miR-87-3p with sequence GUGAGCAAAGUUUCAGGUGUGC. The protein sequence of the target gene is MQVLTKRYPKNCLLTVMDRYSAVVRNMEQVVMIPSLLRDVQLSGPGGSVQDGAPDLYTYFTMLKSICVEVDHGLLPREEWQAKVAGNETSEAENDAAETEEAEEDRISEELDLEAQFHLHFCSLHHILTHLTRKAQEVTRKYQEMTGQVL. Result: 0 (no interaction). (3) The miRNA is hsa-miR-135a-5p with sequence UAUGGCUUUUUAUUCCUAUGUGA. The protein sequence of the target gene is MIVLLLFALLWMVEGVFSQLHYTVQEEQEHGTFVGNIAEDLGLDITKLSARGFQTVPNSRTPYLDLNLETGVLYVNEKIDREQICKQSPSCVLHLEVFLENPLELFQVEIEVLDINDNPPSFPEPDLTVEISESATPGTRFPLESAFDPDVGTNSLRDYEITPNSYFSLDVQTQGDGNRFAELVLEKPLDREQQAVHRYVLTAVDGGGGGGVGEGGGGGGGAGLPPQQQRTGTALLTIRVLDSNDNVPAFDQPVYTVSLPENSPPGTLVIQLNATDPDEGQNGEVVYSFSSHISPRAREL.... Result: 0 (no interaction). (4) The miRNA is hsa-miR-4753-3p with sequence UUCUCUUUCUUUAGCCUUGUGU. The protein sequence of the target gene is MAASKVKQDMPPPGGYGPIDYKRNLPRRGLSGYSMFAVGIGALIFGYWRMMRWNQERRRLLIEDLEARIALMPLFQAEKDRRTLQILRENLEEEAIIMKDVPNWKVGESVFHTTRWVPPLIGEMYGLRTKEEMSNANFGFTWYT. Result: 0 (no interaction). (5) The miRNA is mmu-miR-351-5p with sequence UCCCUGAGGAGCCCUUUGAGCCUG. The protein sequence of the target gene is MLAVGAMEGTRQSAFLLSSPPLAALHSMAEMKTPLYPAAYPPLPAGPPSSSSSSSSSSSPSPPLGTHNPGGLKPPATGGLSSLGSPPQQLSAATPHGINDILSRPSMPVASGAALPSASPSGSSSSSSSSASASSASAAAAAAAAAAAAASSPAGLLAGLPRFSSLSPPPPPPGLYFSPSAAAVAAVGRYPKPLAELPGRTPIFWPGVMQSPPWRDARLACTPHQGSILLDKDGKRKHTRPTFSGQQIFALEKTFEQTKYLAGPERARLAYSLGMTESQVKVWFQNRRTKWRKKHAAEMA.... Result: 0 (no interaction).